This data is from Catalyst prediction with 721,799 reactions and 888 catalyst types from USPTO. The task is: Predict which catalyst facilitates the given reaction. (1) Reactant: [NH2:1][C:2]1[CH:3]=[C:4]([CH:9]=[CH:10][C:11]=1[F:12])[C:5]([O:7][CH3:8])=[O:6].[F:13][C:14]1[CH:22]=[CH:21][CH:20]=[C:19]([F:23])[C:15]=1[C:16](Cl)=[O:17]. Product: [F:13][C:14]1[CH:22]=[CH:21][CH:20]=[C:19]([F:23])[C:15]=1[C:16]([NH:1][C:2]1[CH:3]=[C:4]([CH:9]=[CH:10][C:11]=1[F:12])[C:5]([O:7][CH3:8])=[O:6])=[O:17]. The catalyst class is: 2. (2) Reactant: C(=O)([O-])[O-].[K+].[K+].[C:7]1([C:13]#[C:14][C:15]([O:17][CH3:18])=[O:16])[CH:12]=[CH:11][CH:10]=[CH:9][CH:8]=1.CN(C)C=O.CC1C=C(C)C=C(C)C=1S([O-])(=O)=O.[NH2:37][N+:38]1[CH:43]=[CH:42][CH:41]=[CH:40][C:39]=1[O:44][CH3:45]. Product: [CH3:45][O:44][C:39]1[N:38]2[N:37]=[C:13]([C:7]3[CH:12]=[CH:11][CH:10]=[CH:9][CH:8]=3)[C:14]([C:15]([O:17][CH3:18])=[O:16])=[C:43]2[CH:42]=[CH:41][CH:40]=1. The catalyst class is: 6. (3) Reactant: [H-].[Na+].[C:3]([O:7][CH3:8])(=[O:6])[CH2:4][OH:5].[CH2:9](Br)[CH:10]=[CH2:11].[NH4+].[Cl-]. Product: [CH2:11]([O:5][CH2:4][C:3]([O:7][CH3:8])=[O:6])[CH:10]=[CH2:9]. The catalyst class is: 3. (4) Reactant: O[CH2:2][CH2:3][CH2:4][C:5]1([C:18]2[N:19]=[CH:20][NH:21][CH:22]=2)[C:14]2[C:9](=[CH:10][C:11]([O:15][CH3:16])=[CH:12][CH:13]=2)[O:8][C:7](=[O:17])[CH2:6]1.C(N(C(C)C)C(C)C)C.CS(Cl)(=O)=O.S([O-])(=O)(=O)C. Product: [CH3:16][O:15][C:11]1[CH:10]=[C:9]2[O:8][C:7](=[O:17])[CH2:6][C:5]3([CH2:4][CH2:3][CH2:2][N:19]4[CH:20]=[N:21][CH:22]=[C:18]34)[C:14]2=[CH:13][CH:12]=1. The catalyst class is: 46. (5) Reactant: [NH2:1][C:2]1[N:7]=[C:6]([N:8]2[CH2:20][CH2:19][C:11]3([CH2:15][NH:14][C@H:13]([C:16]([OH:18])=[O:17])[CH2:12]3)[CH2:10][CH2:9]2)[CH:5]=[C:4]([O:21][C@H:22]([C:27]2[CH:32]=[CH:31][C:30]([C:33]3[CH:38]=[CH:37][C:36]([CH3:39])=[C:35]([CH3:40])[CH:34]=3)=[CH:29][C:28]=2[N:41]2[CH:45]=[CH:44][C:43]([CH3:46])=[N:42]2)[C:23]([F:26])([F:25])[F:24])[N:3]=1.[CH3:47][CH:48](O)[CH3:49]. Product: [NH2:1][C:2]1[N:7]=[C:6]([N:8]2[CH2:20][CH2:19][C:11]3([CH2:15][NH:14][C@H:13]([C:16]([O:18][CH:48]([CH3:49])[CH3:47])=[O:17])[CH2:12]3)[CH2:10][CH2:9]2)[CH:5]=[C:4]([O:21][C@H:22]([C:27]2[CH:32]=[CH:31][C:30]([C:33]3[CH:38]=[CH:37][C:36]([CH3:39])=[C:35]([CH3:40])[CH:34]=3)=[CH:29][C:28]=2[N:41]2[CH:45]=[CH:44][C:43]([CH3:46])=[N:42]2)[C:23]([F:26])([F:25])[F:24])[N:3]=1. The catalyst class is: 309.